Dataset: Catalyst prediction with 721,799 reactions and 888 catalyst types from USPTO. Task: Predict which catalyst facilitates the given reaction. (1) Reactant: [CH2:1]([N:8]1[CH2:13][CH2:12][N:11]([CH2:14][C:15]2[CH:20]=[CH:19][CH:18]=[CH:17][CH:16]=2)[CH2:10][C@@H:9]1[CH:21]=[CH2:22])[C:2]1[CH:7]=[CH:6][CH:5]=[CH:4][CH:3]=1.C12BC(CCC1)CCC2.I[C:33]1[CH:38]=[CH:37][CH:36]=[CH:35][C:34]=1[C:39]([F:42])([F:41])[F:40].C1(P(C2C=CC=CC=2)C2C=CC=CC=2)C=CC=CC=1.[OH-].[Na+]. Product: [CH2:1]([N:8]1[CH2:13][CH2:12][N:11]([CH2:14][C:15]2[CH:20]=[CH:19][CH:18]=[CH:17][CH:16]=2)[CH2:10][C@@H:9]1[CH2:21][CH2:22][C:33]1[CH:38]=[CH:37][CH:36]=[CH:35][C:34]=1[C:39]([F:42])([F:41])[F:40])[C:2]1[CH:3]=[CH:4][CH:5]=[CH:6][CH:7]=1. The catalyst class is: 73. (2) Reactant: [NH:1]1[CH2:6][CH2:5][O:4][CH:3]([C:7]2[CH:12]=[CH:11][C:10]([OH:13])=[CH:9][CH:8]=2)[CH2:2]1.[C:14](OC(OC(C)(C)C)=O)([O:16]C(C)(C)C)=[O:15]. Product: [OH:13][C:10]1[CH:11]=[CH:12][C:7]([CH:3]2[O:4][CH2:5][CH2:6][N:1]([C:14]([OH:16])=[O:15])[CH2:2]2)=[CH:8][CH:9]=1. The catalyst class is: 23. (3) Reactant: [Cl:1][C:2]1[C:3](F)=[N:4][C:5]([F:19])=[C:6]([Cl:18])[C:7]=1[O:8][C:9]1[CH:14]=[CH:13][C:12]([O:15][CH3:16])=[C:11]([Br:17])[CH:10]=1.Cl.[CH3:22][O:23][C:24](=[O:27])[CH2:25][NH2:26].C(=O)([O-])[O-].[K+].[K+]. Product: [Cl:18][C:6]1[C:5]([F:19])=[N:4][C:3]([NH:26][CH2:25][C:24]([O:23][CH3:22])=[O:27])=[C:2]([Cl:1])[C:7]=1[O:8][C:9]1[CH:14]=[CH:13][C:12]([O:15][CH3:16])=[C:11]([Br:17])[CH:10]=1. The catalyst class is: 163. (4) Reactant: [C:1]12([CH2:11][CH2:12][O:13][CH2:14][CH2:15][O:16][CH2:17][CH2:18][OH:19])[CH2:10][CH:5]3[CH2:6][CH:7]([CH2:9][CH:3]([CH2:4]3)[CH2:2]1)[CH2:8]2.[CH3:20][S:21](Cl)(=[O:23])=[O:22].CCN(CC)CC.CCOC(C)=O. Product: [CH3:20][S:21]([O:19][CH2:18][CH2:17][O:16][CH2:15][CH2:14][O:13][CH2:12][CH2:11][C:1]12[CH2:10][CH:5]3[CH2:4][CH:3]([CH2:9][CH:7]([CH2:6]3)[CH2:8]1)[CH2:2]2)(=[O:23])=[O:22]. The catalyst class is: 33. (5) Reactant: C(N(CC)CC)C.[OH:8][CH:9]1[CH2:14][CH2:13][N:12]([C:15]([O:17][C:18]([CH3:21])([CH3:20])[CH3:19])=[O:16])[CH2:11][CH2:10]1.[CH3:22][S:23](Cl)(=[O:25])=[O:24]. Product: [CH3:22][S:23]([O:8][CH:9]1[CH2:10][CH2:11][N:12]([C:15]([O:17][C:18]([CH3:21])([CH3:20])[CH3:19])=[O:16])[CH2:13][CH2:14]1)(=[O:25])=[O:24]. The catalyst class is: 46. (6) Reactant: [NH2:1][O:2][S:3]([OH:6])(=[O:5])=[O:4].C(=O)([O-])[O-].[K+].[K+].[N:13]1[CH:18]=[CH:17][CH:16]=[CH:15][N:14]=1. Product: [S:3]([O-:6])([O-:5])(=[O:4])=[O:2].[NH2:1][N+:13]1[CH:18]=[CH:17][CH:16]=[CH:15][N:14]=1.[NH2:1][N+:13]1[CH:18]=[CH:17][CH:16]=[CH:15][N:14]=1. The catalyst class is: 6. (7) Reactant: [OH:1][CH2:2][CH2:3][O:4][CH:5]1[CH:10]([C:11]2[CH:16]=[CH:15][C:14]([O:17][CH2:18][CH2:19][CH2:20][O:21][CH2:22][C:23]3[CH:28]=[CH:27][CH:26]=[CH:25][C:24]=3[O:29][CH3:30])=[CH:13][CH:12]=2)[CH2:9][CH2:8][N:7]([C:31]([O:33][C:34]([CH3:37])([CH3:36])[CH3:35])=[O:32])[CH2:6]1.[H-].[Na+].[Cl:40][C:41]1[C:46]([CH2:47][C:48]([O:50][CH3:51])=[O:49])=[C:45](Cl)[N:44]=[C:43]([CH3:53])[N:42]=1.O. The catalyst class is: 57. Product: [Cl:40][C:41]1[N:42]=[C:43]([CH3:53])[N:44]=[C:45]([O:1][CH2:2][CH2:3][O:4][CH:5]2[CH:10]([C:11]3[CH:12]=[CH:13][C:14]([O:17][CH2:18][CH2:19][CH2:20][O:21][CH2:22][C:23]4[CH:28]=[CH:27][CH:26]=[CH:25][C:24]=4[O:29][CH3:30])=[CH:15][CH:16]=3)[CH2:9][CH2:8][N:7]([C:31]([O:33][C:34]([CH3:37])([CH3:36])[CH3:35])=[O:32])[CH2:6]2)[C:46]=1[CH2:47][C:48]([O:50][CH3:51])=[O:49].